The task is: Binary Classification. Given a miRNA mature sequence and a target amino acid sequence, predict their likelihood of interaction.. This data is from Experimentally validated miRNA-target interactions with 360,000+ pairs, plus equal number of negative samples. (1) The miRNA is hsa-miR-7154-3p with sequence AGGAGGACAAGUUGUGGGAU. The protein sequence of the target gene is MGNVLAASSPPAGPPPPPTPSLVGLPPPPPSPPGFTLPPLGGGLGTGSSTGRGSERTPGAAASGAAAASEDGSCGCLPNPGTFEECHRKCKELFPVQMEGVKLTVNKGLSNRFQVTHTVALGTIGESNYHFGVTYVGTKQLSPTEAFPVLVGDMDNSGSLNAQVIHQLSPGLRSKMAIQTQQSKFVNWQVDGEYRGSDFTAAVTLGNPDVLVGSGILVAHYLQSITPCLALGGELVYHRRPGEEGTVMSLAGKYTLNNWLATVTLGQAGMHATYYHKASDQLQVGVEFEASTRMQDTSAS.... Result: 0 (no interaction). (2) The miRNA is hsa-miR-4753-5p with sequence CAAGGCCAAAGGAAGAGAACAG. The protein sequence of the target gene is MALRWGIVSAGLIANDFTTVLSSLPSSEHQVVAVAARDLNRAEEFAQKFNIPKAYGSYEELAKDPNVEVAYIATQHPQHKPAVLLCLAAGKAVLCEKPMGVNAAEVREMVAKARSQGVFLMEAIWSRFFPAMEALREVLVQGTIGDLRVARAEFGFDLSHIPRATDWNQAGGGLLDLGIYCVQFLSMIFGAQKPEKISAVGRIHETGVDDTVSVLLQYPGGVHGSFTCSISSNLPNTAYVSGTKGMAQIQKLWAPTELVVNGERKEFPPPVLGKDYNFVNGSCMLYEANHVRECLRKGLK.... Result: 0 (no interaction). (3) The miRNA is mmu-miR-7007-3p with sequence CCCAUCCACGUUUCUUCU. The protein sequence of the target gene is MELPAVGEHVFAVESIEKKRIRKGRVEYLVKWRGWSPKYNTWEPEENILDPRLLIAFQNRERQEQLMGYRKRGPKPKPLVVQVPTFARRSNVLTGLQDSSADNRAKLELGTQGKGQGHQYELNSKKHHQYQPHSKERSGKPPPPGKSGKYYYQLNSKKHHPYQPDPKMYDLQYQGGHKEAPSPTCPDLGTKSHPPDKWAHGAAAKGYLGAVKPLGGGAGAPGKGSEKGPPNGMTPAPKEAVTGNGIGGKMKIVKNKNKNGRIVIVMSKYMENGMQAVKIKSGEAAEGEARSPSHKKRAAE.... Result: 0 (no interaction). (4) The miRNA is hsa-miR-4683 with sequence UGGAGAUCCAGUGCUCGCCCGAU. The protein sequence of the target gene is MASSSGNDDDLTIPRAAINKMIKETLPNVRVANDARELVVNCCTEFIHLISSEANEICNKSEKKTISPEHVIQALESLGFGSYISEVKEVLQECKTVALKRRKASSRLENLGIPEEELLRQQQELFAKARQQQAELAQQEWLQMQQAAQQAQLAAASASASNQAGSSQDEEDDDDI. Result: 1 (interaction). (5) The miRNA is mmu-miR-1967 with sequence UGAGGAUCCUGGGGAGAAGAUGC. The protein sequence of the target gene is MASPRLGTFCCPTRDAATQLVLSFQPRAFHALCLGSGGLRLALGLLQLLPGRRPAGPGSPATSPPASVRILRAAAACDLLGCLGMVIRSTVWLGFPNFVDSVSDMNHTEIWPAAFCVGSAMWIQLLYSACFWWLFCYAVDAYLVIRRSAGLSTILLYHIMAWGLATLLCVEGAAMLYYPSVSRCERGLDHAIPHYVTMYLPLLLVLVANPILFQKTVTAVASLLKGRQGIYTENERRMGAVIKIRFFKIMLVLIICWLSNIINESLLFYLEMQTDINGGSLKPVRTAAKTTWFIMGILNP.... Result: 0 (no interaction). (6) The miRNA is hsa-miR-4645-5p with sequence ACCAGGCAAGAAAUAUUGU. The protein sequence of the target gene is MPPKKQAQAGGSKKAEQKKKEKIIEDKTFGLKNKKGAKQQKFIKAVTHQVKFGQQNPRQVAQSEAEKKLKKDDKKKELQELNELFKPVVAAQKISKGADPKSVVCAFFKQGQCTKGDKCKFSHDLTLERKCEKRSVYIDARDEELEKDTMDNWDEKKLEEVVNKKHGEAEKKKPKTQIVCKHFLEAIENNKYGWFWVCPGGGDICMYRHALPPGFVLKKDKKKEEKEDEISLEDLIERERSALGPNVTKITLESFLAWKKRKRQEKIDKLEQDMERRKADFKAGKALVISGREVFEFRPE.... Result: 0 (no interaction). (7) The miRNA is hsa-miR-3665 with sequence AGCAGGUGCGGGGCGGCG. The protein sequence of the target gene is MGSKTLPAPVPIHPSLQLTNYSFLQAVNGLPTVPSDHLPNLYGFSALHAVHLHQWTLGYPAMHLPRSSFSKVPGAVSSLMDARFQLPAFPWFPHVIHPKPEITAGGSGAALKTKPRFDFANLALAATQEDPTKLGRGEGPGSPAGGLGALLDVTKLSPEKKPTRGRLPSKTKKEFVCKFCGRHFTKSYNLLIHERTHTDERPYTCDICHKAFRRQDHLRDHRYIHSKEKPFKCQECGKGFCQSRTLAVHKTLHSQVKELKTSKIKC. Result: 0 (no interaction). (8) The protein sequence of the target gene is MGTSQAFLVLSCLLTGPSLIVCQLLLPSILPNENEKIVPLSSSFSLRCFGESEVSWQHPMSEEEDPNVEIRTEENNSSLFVTVLEVVNASAAHTGWYTCYYNHTQTEESEIEGRHIYIYVPDPDMAFVPLGMTDSLVIVEEDDSAIIPCLTTDPDTEVTLHNNGRLVPASYDSRQGFNGTFSVGPYICEATVRGRTFKTSEFNVYALKATSELNLEMDTRQTVYKAGETIVVTCAVFNNEVVDLQWTYPGEVRNKGITMLEEIKLPSIKLVYTLTVPKATVKDSGDYECAARQATKEVKE.... Result: 0 (no interaction). The miRNA is hsa-miR-3622b-3p with sequence UCACCUGAGCUCCCGUGCCUG. (9) The miRNA is hsa-miR-4261 with sequence AGGAAACAGGGACCCA. The protein sequence of the target gene is MEQGSGRLEDFPVNVFSVTPYTPSTADIQVSDDDKAGATLLFSGIFLGLVGITFTVMGWIKYQGVSHFEWTQLLGPVLLSVGVTFILIAVCKFKMLSCQLCKESEERVPDSEQTPGGPSFVFTGINQPITFHGATVVQYIPPPYGSPEPMGINTSYLQSVVSPCGLITSGGAAAAMSSPPQYYTIYPQDNSAFVVDEGCLSFTDGGNHRPNPDVDQLEETQLEEEACACFSPPPYEEIYSLPR. Result: 1 (interaction).